This data is from Peptide-MHC class I binding affinity with 185,985 pairs from IEDB/IMGT. The task is: Regression. Given a peptide amino acid sequence and an MHC pseudo amino acid sequence, predict their binding affinity value. This is MHC class I binding data. (1) The peptide sequence is YPVARQRPGL. The MHC is Patr-A0401 with pseudo-sequence Patr-A0401. The binding affinity (normalized) is 0. (2) The peptide sequence is KQQKKCKYCI. The MHC is HLA-A02:01 with pseudo-sequence HLA-A02:01. The binding affinity (normalized) is 0. (3) The peptide sequence is LRRGGRWILAI. The MHC is Mamu-B03 with pseudo-sequence Mamu-B03. The binding affinity (normalized) is 0.342. (4) The peptide sequence is GLSDRVVFV. The binding affinity (normalized) is 0.347. The MHC is HLA-A68:02 with pseudo-sequence HLA-A68:02. (5) The peptide sequence is VLLDYQGM. The MHC is H-2-Kb with pseudo-sequence H-2-Kb. The binding affinity (normalized) is 0.311.